This data is from Catalyst prediction with 721,799 reactions and 888 catalyst types from USPTO. The task is: Predict which catalyst facilitates the given reaction. Reactant: CC([N:5]([C@@H:9]([CH3:35])[C:10]([NH:12][C@@H:13]([CH2:27][CH2:28][C:29]1[CH:34]=[CH:33][CH:32]=[CH:31][CH:30]=1)/[CH:14]=[CH:15]/[C:16]([NH:18][C:19]1[CH:24]=[CH:23][C:22]([O:25][CH3:26])=[CH:21][CH:20]=1)=[O:17])=[O:11])C(=O)[O-])(C)C.[ClH:36].C([O-])(O)=O.[Na+]. Product: [ClH:36].[NH2:5][C@H:9]([C:10]([NH:12][C@@H:13]([CH2:27][CH2:28][C:29]1[CH:34]=[CH:33][CH:32]=[CH:31][CH:30]=1)/[CH:14]=[CH:15]/[C:16]([NH:18][C:19]1[CH:20]=[CH:21][C:22]([O:25][CH3:26])=[CH:23][CH:24]=1)=[O:17])=[O:11])[CH3:35]. The catalyst class is: 5.